Dataset: Forward reaction prediction with 1.9M reactions from USPTO patents (1976-2016). Task: Predict the product of the given reaction. (1) Given the reactants [F:1][C:2]1[CH:7]=[CH:6][C:5]([OH:8])=[CH:4][CH:3]=1.[H-].[Na+].Cl[C:12]1[N:20]=[C:19]([NH:21][C:22]2[CH:23]=[C:24]([NH:28][S:29]([CH3:32])(=[O:31])=[O:30])[CH:25]=[CH:26][CH:27]=2)[N:18]=[C:17]2[C:13]=1[N:14]=[CH:15][NH:16]2, predict the reaction product. The product is: [F:1][C:2]1[CH:7]=[CH:6][C:5]([O:8][C:12]2[N:20]=[C:19]([NH:21][C:22]3[CH:23]=[C:24]([NH:28][S:29]([CH3:32])(=[O:30])=[O:31])[CH:25]=[CH:26][CH:27]=3)[N:18]=[C:17]3[C:13]=2[N:14]=[CH:15][NH:16]3)=[CH:4][CH:3]=1. (2) Given the reactants [C:1]1(=O)[CH2:5][CH2:4][CH2:3][CH2:2]1.[H-].[Na+].[CH3:9]I.[CH3:11][N:12]([CH:14]=O)[CH3:13], predict the reaction product. The product is: [CH3:11][N:12]1[C:13]2[C:2](=[CH:3][CH:4]=[CH:5][CH:1]=2)[CH:9]=[CH:14]1.